This data is from Reaction yield outcomes from USPTO patents with 853,638 reactions. The task is: Predict the reaction yield, written as a fraction of the theoretical maximum amount of product (1.0 means a 100% yield; for example, 0.34 means a 34% yield). (1) The reactants are CC1(C)C(C)(C)OB([C:9]2[CH:10]=[C:11]([CH:13]=[C:14]([C:16]([F:19])([F:18])[F:17])[CH:15]=2)[NH2:12])O1.Br[C:22]1[CH:23]=[N:24][N:25](C(OC(C)(C)C)=O)[CH:26]=1.C([O-])([O-])=O.[Cs+].[Cs+]. The catalyst is O1CCOCC1.O.C1C=CC(P(C2C=CC=CC=2)[C-]2C=CC=C2)=CC=1.C1C=CC(P(C2C=CC=CC=2)[C-]2C=CC=C2)=CC=1.Cl[Pd]Cl.[Fe+2]. The product is [NH:24]1[CH:23]=[C:22]([C:9]2[CH:10]=[C:11]([CH:13]=[C:14]([C:16]([F:17])([F:18])[F:19])[CH:15]=2)[NH2:12])[CH:26]=[N:25]1. The yield is 0.0170. (2) The reactants are Cl.[CH2:2]([N:9]1[CH2:14][CH2:13][C@@H:12]([F:15])[C@H:11]([NH:16]P(=O)(OCC)OCC)[CH2:10]1)[C:3]1[CH:8]=[CH:7][CH:6]=[CH:5][CH:4]=1.[CH3:25][C:26]([O:29][C:30](O[C:30]([O:29][C:26]([CH3:28])([CH3:27])[CH3:25])=[O:31])=[O:31])([CH3:28])[CH3:27].C(OCC)(=O)C. The catalyst is O1CCOCC1.C1COCC1.[OH-].[Na+]. The product is [CH2:2]([N:9]1[CH2:14][CH2:13][C@@H:12]([F:15])[C@H:11]([NH:16][C:30](=[O:31])[O:29][C:26]([CH3:28])([CH3:27])[CH3:25])[CH2:10]1)[C:3]1[CH:4]=[CH:5][CH:6]=[CH:7][CH:8]=1. The yield is 0.670. (3) The reactants are [Cl:1][C:2]1[CH:3]=[C:4]2[C:9](=[CH:10][C:11]=1[Cl:12])[N:8]=[C:7]([O:13][CH3:14])[C:6]([NH:15][C:16](=[O:20])OCC)=[N:5]2.[Cl:21][C:22]1[CH:23]=[C:24]([N:28]2[CH2:33][CH2:32][NH:31][CH2:30][CH2:29]2)[CH:25]=[CH:26][CH:27]=1. No catalyst specified. The product is [Cl:1][C:2]1[CH:3]=[C:4]2[C:9](=[CH:10][C:11]=1[Cl:12])[N:8]=[C:7]([O:13][CH3:14])[C:6]([NH:15][C:16]([N:31]1[CH2:30][CH2:29][N:28]([C:24]3[CH:25]=[CH:26][CH:27]=[C:22]([Cl:21])[CH:23]=3)[CH2:33][CH2:32]1)=[O:20])=[N:5]2. The yield is 0.610. (4) The reactants are [CH:1]1([N:6]2[CH2:11][CH2:10][N:9]([C:12]([C:14]3[CH:15]=[C:16]4[C:20](=[CH:21][CH:22]=3)[NH:19][C:18]([C:23]([N:25]3[CH2:30][CH2:29][S:28](=[O:32])(=[O:31])[CH2:27][CH2:26]3)=[O:24])=[CH:17]4)=[O:13])[CH2:8][CH2:7]2)[CH2:5][CH2:4][CH2:3][CH2:2]1.[F:33][C:34]1[CH:39]=[CH:38][C:37](B(O)O)=[CH:36][CH:35]=1.N1C=CC=CC=1. The catalyst is ClCCl.C([O-])(=O)C.[Cu+2].C([O-])(=O)C. The product is [CH:1]1([N:6]2[CH2:7][CH2:8][N:9]([C:12]([C:14]3[CH:15]=[C:16]4[C:20](=[CH:21][CH:22]=3)[N:19]([C:37]3[CH:38]=[CH:39][C:34]([F:33])=[CH:35][CH:36]=3)[C:18]([C:23]([N:25]3[CH2:30][CH2:29][S:28](=[O:31])(=[O:32])[CH2:27][CH2:26]3)=[O:24])=[CH:17]4)=[O:13])[CH2:10][CH2:11]2)[CH2:2][CH2:3][CH2:4][CH2:5]1. The yield is 0.340.